Task: Predict the reactants needed to synthesize the given product.. Dataset: Full USPTO retrosynthesis dataset with 1.9M reactions from patents (1976-2016) (1) Given the product [CH3:38][N:39]1[S:40](=[O:42])(=[O:41])[NH:15][C:16]2[C:25]3[C:20](=[CH:21][CH:22]=[CH:23][N:24]=3)[CH:19]=[CH:18][C:17]=2[CH:26]1[C:28]1[CH:33]=[CH:32][C:31]([C:34]([F:37])([F:36])[F:35])=[CH:30][CH:29]=1, predict the reactants needed to synthesize it. The reactants are: ClC1C(N)=C2C(C(OC)=CC=N2)=CC=1.[NH2:15][C:16]1[C:17]([C:26]([C:28]2[CH:33]=[CH:32][C:31]([C:34]([F:37])([F:36])[F:35])=[CH:30][CH:29]=2)=O)=[CH:18][CH:19]=[C:20]2[C:25]=1[N:24]=[CH:23][CH:22]=[CH:21]2.[CH3:38][NH:39][S:40](Cl)(=[O:42])=[O:41].[BH4-].[Na+]. (2) Given the product [F:49][C:50]1[CH:58]=[CH:57][C:53]([C:54]([NH:56][C:22]([CH:10]2[O:11][CH2:12][CH:13]([CH2:14][CH2:15][C:16]3[CH:17]=[CH:18][CH:19]=[CH:20][CH:21]=3)[N:8]([C:6]([O:5][C:1]([CH3:4])([CH3:3])[CH3:2])=[O:7])[CH2:9]2)=[O:23])=[S:55])=[CH:52][CH:51]=1, predict the reactants needed to synthesize it. The reactants are: [C:1]([O:5][C:6]([N:8]1[CH:13]([CH2:14][CH2:15][C:16]2[CH:21]=[CH:20][CH:19]=[CH:18][CH:17]=2)[CH2:12][O:11][CH:10]([C:22](O)=[O:23])[CH2:9]1)=[O:7])([CH3:4])([CH3:3])[CH3:2].CN(C(ON1N=NC2C=CC=NC1=2)=[N+](C)C)C.F[P-](F)(F)(F)(F)F.[F:49][C:50]1[CH:58]=[CH:57][C:53]([C:54]([NH2:56])=[S:55])=[CH:52][CH:51]=1.CCN(C(C)C)C(C)C. (3) Given the product [C:1]([O:5][C:6](=[O:47])[N:7]([CH:9]1[CH2:10][CH2:11][CH:12]([N:15]([C:33]([C:35]2[S:39][C:38]3[C:40]([F:45])=[CH:41][CH:42]=[C:43]([F:44])[C:37]=3[C:36]=2[Cl:46])=[O:34])[CH2:16][C:17]2[CH:18]=[C:19]([C:25]3[CH:30]=[CH:29][C:28]([S:31]([CH3:32])=[O:49])=[CH:27][CH:26]=3)[CH:20]=[CH:21][C:22]=2[O:23][CH3:24])[CH2:13][CH2:14]1)[CH3:8])([CH3:4])([CH3:2])[CH3:3], predict the reactants needed to synthesize it. The reactants are: [C:1]([O:5][C:6](=[O:47])[N:7]([CH:9]1[CH2:14][CH2:13][CH:12]([N:15]([C:33]([C:35]2[S:39][C:38]3[C:40]([F:45])=[CH:41][CH:42]=[C:43]([F:44])[C:37]=3[C:36]=2[Cl:46])=[O:34])[CH2:16][C:17]2[CH:18]=[C:19]([C:25]3[CH:30]=[CH:29][C:28]([S:31][CH3:32])=[CH:27][CH:26]=3)[CH:20]=[CH:21][C:22]=2[O:23][CH3:24])[CH2:11][CH2:10]1)[CH3:8])([CH3:4])([CH3:3])[CH3:2].C([O-])(O)=[O:49].[Na+].ClC1C=CC=C(C(OO)=O)C=1. (4) The reactants are: [Cl:1][C:2]1[CH:3]=[C:4]2[C:8](=[CH:9][CH:10]=1)[NH:7][C:6]([C:11]([NH:13][C@@H:14]1[CH2:18][CH:17]([CH2:19][OH:20])[CH2:16][C@H:15]1[NH:21][C:22]([C:24]1[S:25][C:26]3[CH2:27][N:28]([CH3:33])[CH2:29][CH2:30][C:31]=3[N:32]=1)=[O:23])=[O:12])=[CH:5]2.[N:34]1[CH:39]=CC=CC=1.ClC(OC1C=CC=CC=1)=[O:42].N. Given the product [C:39]([O:20][CH2:19][CH:17]1[CH2:18][C@@H:14]([NH:13][C:11]([C:6]2[NH:7][C:8]3[C:4]([CH:5]=2)=[CH:3][C:2]([Cl:1])=[CH:10][CH:9]=3)=[O:12])[C@H:15]([NH:21][C:22]([C:24]2[S:25][C:26]3[CH2:27][N:28]([CH3:33])[CH2:29][CH2:30][C:31]=3[N:32]=2)=[O:23])[CH2:16]1)(=[O:42])[NH2:34], predict the reactants needed to synthesize it. (5) Given the product [CH2:1]([O:3][C:4]([C:6]1[CH:44]=[CH:43][C:9]2[N:10]([CH:37]3[CH2:42][CH2:41][CH2:40][CH2:39][CH2:38]3)[C:11]([C:13]3[CH:14]=[C:15]4[C:20](=[CH:21][CH:22]=3)[N:19]=[C:18]([C:23]3[C:24]([C:49]5[CH:50]=[CH:51][C:46]([F:45])=[CH:47][CH:48]=5)=[CH:25][CH:26]=[C:27]([C:29]([N:31]5[CH2:35][CH2:34][CH2:33][CH2:32]5)=[O:30])[CH:28]=3)[CH:17]=[CH:16]4)=[N:12][C:8]=2[CH:7]=1)=[O:5])[CH3:2], predict the reactants needed to synthesize it. The reactants are: [CH2:1]([O:3][C:4]([C:6]1[CH:44]=[CH:43][C:9]2[N:10]([CH:37]3[CH2:42][CH2:41][CH2:40][CH2:39][CH2:38]3)[C:11]([C:13]3[CH:14]=[C:15]4[C:20](=[CH:21][CH:22]=3)[N:19]=[C:18]([C:23]3[CH:28]=[C:27]([C:29]([N:31]5[CH2:35][CH2:34][CH2:33][CH2:32]5)=[O:30])[CH:26]=[CH:25][C:24]=3I)[CH:17]=[CH:16]4)=[N:12][C:8]=2[CH:7]=1)=[O:5])[CH3:2].[F:45][C:46]1[CH:51]=[CH:50][C:49](B(O)O)=[CH:48][CH:47]=1.C([O-])(O)=O.[Na+]. (6) Given the product [Cl:37][C:24]1[C:25]([NH:27][C:28]2[CH:33]=[CH:32][CH:31]=[C:30]([N+:34]([O-:36])=[O:35])[CH:29]=2)=[N:26][C:21]([NH:1][C:2]2[CH:3]=[N:4][N:5]([CH:7]3[CH2:8][CH2:9][N:10]([C:13]([O:15][C:16]([CH3:19])([CH3:18])[CH3:17])=[O:14])[CH2:11][CH2:12]3)[CH:6]=2)=[N:22][CH:23]=1, predict the reactants needed to synthesize it. The reactants are: [NH2:1][C:2]1[CH:3]=[N:4][N:5]([CH:7]2[CH2:12][CH2:11][N:10]([C:13]([O:15][C:16]([CH3:19])([CH3:18])[CH3:17])=[O:14])[CH2:9][CH2:8]2)[CH:6]=1.Cl[C:21]1[N:26]=[C:25]([NH:27][C:28]2[CH:33]=[CH:32][CH:31]=[C:30]([N+:34]([O-:36])=[O:35])[CH:29]=2)[C:24]([Cl:37])=[CH:23][N:22]=1.C([O-])([O-])=O.[K+].[K+]. (7) The reactants are: CC1[O:11][C:10]2[C:9]3[CH:12]=[CH:13][CH:14]=[CH:15][C:8]=3NCCC=2N=1.S(Cl)(Cl)=O.[CH3:20][N:21]1[C:30]2[NH:29][C:28]3[CH:31]=[C:32]([CH3:35])[CH:33]=[CH:34][C:27]=3[NH:26][CH2:25][C:24]=2[CH:23]=[N:22]1.C([N:38]([CH2:41][CH3:42])CC)C. Given the product [CH3:20][N:21]1[C:30]2[NH:29][C:28]3[CH:31]=[C:32]([CH3:35])[CH:33]=[CH:34][C:27]=3[N:26]([C:10]([C:9]3[CH:12]=[CH:13][C:42]([C:41]#[N:38])=[C:15]([CH3:14])[CH:8]=3)=[O:11])[CH2:25][C:24]=2[CH:23]=[N:22]1, predict the reactants needed to synthesize it. (8) Given the product [Cl:1][C:2]1[C:3]([C:19]([F:22])([F:20])[F:21])=[N:4][N:5]([CH3:18])[C:6]=1[C:7]1[CH:12]=[C:11]([NH2:13])[CH:10]=[CH:9][C:8]=1[O:16][CH3:17], predict the reactants needed to synthesize it. The reactants are: [Cl:1][C:2]1[C:3]([C:19]([F:22])([F:21])[F:20])=[N:4][N:5]([CH3:18])[C:6]=1[C:7]1[CH:12]=[C:11]([N+:13]([O-])=O)[CH:10]=[CH:9][C:8]=1[O:16][CH3:17].O.O.Cl[Sn]Cl. (9) Given the product [CH2:16]([O:18][CH:19]([O:23][CH2:24][CH3:25])[CH2:20][CH2:21][N:22]1[CH:8]=[C:7]([C:12]#[N:13])[C:6](=[O:14])[NH:5][C:4]1=[O:3])[CH3:17], predict the reactants needed to synthesize it. The reactants are: C([O:3][C:4](=O)[NH:5][C:6](=[O:14])[C:7]([C:12]#[N:13])=[CH:8]OCC)C.[CH2:16]([O:18][CH:19]([O:23][CH2:24][CH3:25])[CH2:20][CH2:21][NH2:22])[CH3:17]. (10) Given the product [CH:1]1([C:6]([N:8]2[CH2:9][CH:10]([C:22]3[O:23][N:28]=[C:27]([C:29]4[CH:34]=[CH:33][CH:32]=[CH:31][CH:30]=4)[N:26]=3)[CH2:11][CH:12]([C:14]3[CH:19]=[CH:18][C:17]([CH2:20][CH3:21])=[CH:16][CH:15]=3)[CH2:13]2)=[O:7])[CH2:5][CH2:4][CH2:3][CH2:2]1, predict the reactants needed to synthesize it. The reactants are: [CH:1]1([C:6]([N:8]2[CH2:13][CH:12]([C:14]3[CH:19]=[CH:18][C:17]([CH2:20][CH3:21])=[CH:16][CH:15]=3)[CH2:11][CH:10]([C:22](O)=[O:23])[CH2:9]2)=[O:7])[CH2:5][CH2:4][CH2:3][CH2:2]1.O[N:26]=[C:27]([C:29]1[CH:34]=[CH:33][CH:32]=[CH:31][CH:30]=1)[NH2:28].